This data is from Forward reaction prediction with 1.9M reactions from USPTO patents (1976-2016). The task is: Predict the product of the given reaction. Given the reactants Br[C:2]1[CH:3]=[CH:4][C:5]([CH2:8][N:9]2[C:30](=[O:31])[N:12]3[CH:13]=[CH:14][C:15]([C:23]4[CH:28]=[CH:27][C:26]([Cl:29])=[CH:25][CH:24]=4)=[C:16]([C:17]4[CH:22]=[CH:21][N:20]=[CH:19][CH:18]=4)[C:11]3=[N:10]2)=[N:6][CH:7]=1.[NH:32]1[CH:36]=[CH:35][CH:34]=[N:33]1.C(=O)([O-])[O-].[K+].[K+].CN(C)CCN, predict the reaction product. The product is: [N:32]1([C:2]2[CH:3]=[CH:4][C:5]([CH2:8][N:9]3[C:30](=[O:31])[N:12]4[CH:13]=[CH:14][C:15]([C:23]5[CH:28]=[CH:27][C:26]([Cl:29])=[CH:25][CH:24]=5)=[C:16]([C:17]5[CH:22]=[CH:21][N:20]=[CH:19][CH:18]=5)[C:11]4=[N:10]3)=[N:6][CH:7]=2)[CH:36]=[CH:35][CH:34]=[N:33]1.